This data is from Catalyst prediction with 721,799 reactions and 888 catalyst types from USPTO. The task is: Predict which catalyst facilitates the given reaction. (1) Reactant: [OH:1][C:2]1[CH:23]=[C:22]([Cl:24])[C:5]([CH2:6][C@@H:7]2[CH2:11][CH2:10][N:9]([C@@H:12]3[CH2:20][CH2:19][C:18]4[C:14](=[CH:15][NH:16][N:17]=4)[CH2:13]3)[C:8]2=[O:21])=[C:4]([Cl:25])[CH:3]=1.[S:26](O[S:26]([C:29]([F:32])([F:31])[F:30])(=[O:28])=[O:27])([C:29]([F:32])([F:31])[F:30])(=[O:28])=[O:27]. Product: [Cl:25][C:4]1[CH:3]=[C:2]([O:1][S:26]([C:29]([F:32])([F:31])[F:30])(=[O:28])=[O:27])[CH:23]=[C:22]([Cl:24])[C:5]=1[CH2:6][C@@H:7]1[CH2:11][CH2:10][N:9]([C@@H:12]2[CH2:20][CH2:19][C:18]3[C:14](=[CH:15][N:16]([S:26]([C:29]([F:32])([F:31])[F:30])(=[O:28])=[O:27])[N:17]=3)[CH2:13]2)[C:8]1=[O:21]. The catalyst class is: 300. (2) Reactant: [CH3:1][N:2]([CH3:36])[CH2:3][CH2:4][N:5](C)[C:6]([C:8]1[CH:13]=[CH:12][C:11]([C:14]2[CH:19]=[C:18]([Cl:20])[C:17]([CH2:21][CH:22]3[CH2:26][CH2:25][N:24]([CH:27]4[CH2:32][CH2:31][CH2:30][CH2:29][CH2:28]4)[C:23]3=[O:33])=[C:16]([Cl:34])[CH:15]=2)=[CH:10][CH:9]=1)=[O:7].ClC1C=C(C=CC=1)C(OO)=[O:42]. The catalyst class is: 4. Product: [CH3:1][N:2]([CH3:36])[CH2:3][CH2:4][NH+:5]([O-:42])[C:6]([C:8]1[CH:13]=[CH:12][C:11]([C:14]2[CH:19]=[C:18]([Cl:20])[C:17]([CH2:21][CH:22]3[CH2:26][CH2:25][N:24]([CH:27]4[CH2:32][CH2:31][CH2:30][CH2:29][CH2:28]4)[C:23]3=[O:33])=[C:16]([Cl:34])[CH:15]=2)=[CH:10][CH:9]=1)=[O:7]. (3) Reactant: [NH:1]([C:3]([O-:5])=[O:4])[NH2:2].[Cu:6]. Product: [NH:1]([C:3]([O-:5])=[O:4])[NH2:2].[Cu+2:6].[NH:1]([C:3]([O-:5])=[O:4])[NH2:2].[Cu:6]. The catalyst class is: 6. (4) Reactant: [Cl:1][C:2]1[CH:3]=[C:4]([CH:8]=[CH:9][C:10]=1[O:11][CH:12]([CH3:14])[CH3:13])[C:5](O)=[O:6].[Cl:15]CCl.C(Cl)(=O)C(Cl)=O. Product: [Cl:1][C:2]1[CH:3]=[C:4]([CH:8]=[CH:9][C:10]=1[O:11][CH:12]([CH3:14])[CH3:13])[C:5]([Cl:15])=[O:6]. The catalyst class is: 9. (5) Reactant: [Cl:1][C:2]1[CH:7]=[CH:6][CH:5]=[CH:4][C:3]=1[C:8]([CH3:15])([CH3:14])[C:9]([O:11]CC)=[O:10].[OH-].[K+]. Product: [Cl:1][C:2]1[CH:7]=[CH:6][CH:5]=[CH:4][C:3]=1[C:8]([CH3:15])([CH3:14])[C:9]([OH:11])=[O:10]. The catalyst class is: 88. (6) Reactant: Cl.Cl.[NH:3]1[CH2:8][CH2:7][NH:6][CH2:5][CH:4]1[C:9]([NH2:11])=[O:10].CCN(CC)CC.[CH3:19][C:20]([O:23][C:24](O[C:24]([O:23][C:20]([CH3:22])([CH3:21])[CH3:19])=[O:25])=[O:25])([CH3:22])[CH3:21]. Product: [C:9]([CH:4]1[NH:3][CH2:8][CH2:7][N:6]([C:24]([O:23][C:20]([CH3:22])([CH3:21])[CH3:19])=[O:25])[CH2:5]1)(=[O:10])[NH2:11]. The catalyst class is: 2. (7) Reactant: C1C2C(COC(=O)[NH:17][C@H:18]([C:31]([O:33][CH2:34][CH2:35][CH2:36][CH2:37][O:38][N+:39]([O-:41])=[O:40])=[O:32])[CH2:19][CH2:20][CH2:21][CH2:22][NH:23][C:24](=[O:30])[O:25][C:26]([CH3:29])([CH3:28])[CH3:27])C3C(=CC=CC=3)C=2C=CC=1.N1CCCCC1. Product: [NH2:17][C@@H:18]([CH2:19][CH2:20][CH2:21][CH2:22][NH:23][C:24]([O:25][C:26]([CH3:29])([CH3:28])[CH3:27])=[O:30])[C:31]([O:33][CH2:34][CH2:35][CH2:36][CH2:37][O:38][N+:39]([O-:41])=[O:40])=[O:32]. The catalyst class is: 23.